This data is from Full USPTO retrosynthesis dataset with 1.9M reactions from patents (1976-2016). The task is: Predict the reactants needed to synthesize the given product. (1) Given the product [Cl:17][C:9]1[CH:8]=[C:7]([C:5]2[S:4][N:3]=[C:2]([C:21]3[CH:22]=[CH:23][CH:24]=[C:25](/[CH:26]=[CH:27]/[O:28][CH3:29])[C:20]=3[O:19][CH3:18])[N:6]=2)[CH:12]=[CH:11][C:10]=1[O:13][CH:14]([CH3:16])[CH3:15], predict the reactants needed to synthesize it. The reactants are: Br[C:2]1[N:6]=[C:5]([C:7]2[CH:12]=[CH:11][C:10]([O:13][CH:14]([CH3:16])[CH3:15])=[C:9]([Cl:17])[CH:8]=2)[S:4][N:3]=1.[CH3:18][O:19][C:20]1[C:25](/[CH:26]=[CH:27]/[O:28][CH3:29])=[CH:24][CH:23]=[CH:22][C:21]=1B(O)O.P([O-])([O-])([O-])=O.[K+].[K+].[K+]. (2) Given the product [C:16]([O:20][C:21]([N:23]1[CH2:28][CH2:27][N:26]([C:12]2[N:11]=[N:10][C:9]([C:7](=[O:8])[NH:6][CH2:5][CH2:4][CH:1]3[CH2:3][CH2:2]3)=[CH:14][CH:13]=2)[CH2:25][CH2:24]1)=[O:22])([CH3:19])([CH3:17])[CH3:18], predict the reactants needed to synthesize it. The reactants are: [CH:1]1([CH2:4][CH2:5][NH:6][C:7]([C:9]2[N:10]=[N:11][C:12](Cl)=[CH:13][CH:14]=2)=[O:8])[CH2:3][CH2:2]1.[C:16]([O:20][C:21]([N:23]1[CH2:28][CH2:27][NH:26][CH2:25][CH2:24]1)=[O:22])([CH3:19])([CH3:18])[CH3:17]. (3) Given the product [CH:26]1([N:29]2[CH2:30][CH2:31][N:32]([C:35]3[CH:41]=[CH:40][C:38]([NH:39][C:2]4[C:11]5=[N:12][NH:13][CH:14]=[C:10]5[C:9]5[CH:8]=[CH:7][C:6]([O:24][CH3:25])=[CH:5][C:4]=5[N:3]=4)=[CH:37][CH:36]=3)[CH2:33][CH2:34]2)[CH2:28][CH2:27]1, predict the reactants needed to synthesize it. The reactants are: Cl[C:2]1[C:11]2=[N:12][N:13](CC3C=CC(OC)=CC=3)[CH:14]=[C:10]2[C:9]2[CH:8]=[CH:7][C:6]([O:24][CH3:25])=[CH:5][C:4]=2[N:3]=1.[CH:26]1([N:29]2[CH2:34][CH2:33][N:32]([C:35]3[CH:41]=[CH:40][C:38]([NH2:39])=[CH:37][CH:36]=3)[CH2:31][CH2:30]2)[CH2:28][CH2:27]1.Cl. (4) The reactants are: [F:1][C:2]1[C:12]([CH2:13][O:14][C:15]2[CH:16]=[N:17][C:18]([N:21]3[CH2:26][CH2:25][O:24][CH2:23][CH2:22]3)=[N:19][CH:20]=2)=[CH:11][CH:10]=[CH:9][C:3]=1[C:4](OCC)=[O:5].[H-].C([Al+]CC(C)C)C(C)C.C1(C)C=CC=CC=1. Given the product [F:1][C:2]1[C:12]([CH2:13][O:14][C:15]2[CH:16]=[N:17][C:18]([N:21]3[CH2:22][CH2:23][O:24][CH2:25][CH2:26]3)=[N:19][CH:20]=2)=[CH:11][CH:10]=[CH:9][C:3]=1[CH2:4][OH:5], predict the reactants needed to synthesize it. (5) The reactants are: [Cl:1][C:2]1[CH:3]=[C:4]([C:16]2[N:17]=[C:18]([CH:29]3[CH2:31][CH2:30]3)[O:19][C:20]=2[C:21]2[CH:26]=[CH:25][N:24]=[C:23]([S:27][CH3:28])[N:22]=2)[C:5]([F:15])=[C:6]([NH:8]C(=O)C(C)(C)C)[CH:7]=1.OS(O)(=O)=O. Given the product [Cl:1][C:2]1[CH:3]=[C:4]([C:16]2[N:17]=[C:18]([CH:29]3[CH2:30][CH2:31]3)[O:19][C:20]=2[C:21]2[CH:26]=[CH:25][N:24]=[C:23]([S:27][CH3:28])[N:22]=2)[C:5]([F:15])=[C:6]([CH:7]=1)[NH2:8], predict the reactants needed to synthesize it.